Dataset: Reaction yield outcomes from USPTO patents with 853,638 reactions. Task: Predict the reaction yield, written as a fraction of the theoretical maximum amount of product (1.0 means a 100% yield; for example, 0.34 means a 34% yield). The reactants are [CH3:1][C:2]1[O:6][N:5]=[C:4]([C:7]2[CH:12]=[CH:11][CH:10]=[CH:9][CH:8]=2)[C:3]=1[CH2:13][O:14][C:15]1[CH:23]=[CH:22][C:18]([C:19]([OH:21])=O)=[CH:17][N:16]=1.[NH2:24][CH:25]1[CH2:29][CH2:28][CH2:27][CH:26]1[OH:30]. No catalyst specified. The product is [OH:30][CH:26]1[CH2:27][CH2:28][CH2:29][CH:25]1[NH:24][C:19](=[O:21])[C:18]1[CH:22]=[CH:23][C:15]([O:14][CH2:13][C:3]2[C:4]([C:7]3[CH:8]=[CH:9][CH:10]=[CH:11][CH:12]=3)=[N:5][O:6][C:2]=2[CH3:1])=[N:16][CH:17]=1. The yield is 0.310.